From a dataset of Reaction yield outcomes from USPTO patents with 853,638 reactions. Predict the reaction yield, written as a fraction of the theoretical maximum amount of product (1.0 means a 100% yield; for example, 0.34 means a 34% yield). The reactants are Br[C:2]1[N:10]2[C:5]([CH:6]=[N:7][C:8]([NH:11][C:12]3[CH:17]=[CH:16][C:15]([N:18]4[CH2:23][CH2:22][N:21]([CH3:24])[CH2:20][CH2:19]4)=[CH:14][CH:13]=3)=[N:9]2)=[CH:4][CH:3]=1.[OH:25][CH2:26][C:27]1[CH:28]=[C:29](B(O)O)[CH:30]=[CH:31][CH:32]=1. No catalyst specified. The product is [CH3:24][N:21]1[CH2:22][CH2:23][N:18]([C:15]2[CH:14]=[CH:13][C:12]([NH:11][C:8]3[N:7]=[CH:6][C:5]4=[CH:4][CH:3]=[C:2]([C:29]5[CH:28]=[C:27]([CH2:26][OH:25])[CH:32]=[CH:31][CH:30]=5)[N:10]4[N:9]=3)=[CH:17][CH:16]=2)[CH2:19][CH2:20]1. The yield is 0.815.